This data is from Reaction yield outcomes from USPTO patents with 853,638 reactions. The task is: Predict the reaction yield, written as a fraction of the theoretical maximum amount of product (1.0 means a 100% yield; for example, 0.34 means a 34% yield). (1) The reactants are [OH:1][C:2]1[C:7]([CH3:8])=[N:6][N:5]([CH3:9])[C:4](=[O:10])[C:3]=1C(OC)=O.Cl. The catalyst is O1CCOCC1.CCOC(C)=O. The product is [OH:1][C:2]1[C:7]([CH3:8])=[N:6][N:5]([CH3:9])[C:4](=[O:10])[CH:3]=1. The yield is 0.350. (2) The reactants are Cl.[C:2]([O:6][C:7](=[O:14])[C@H:8]([C:10]([CH3:13])([CH3:12])[CH3:11])[NH2:9])([CH3:5])([CH3:4])[CH3:3].C(N(CC)CC)C.Br[CH2:23][C:24]([O:26][CH2:27][CH3:28])=[O:25]. The catalyst is CN(C=O)C. The product is [CH2:27]([O:26][C:24](=[O:25])[CH2:23][NH:9][C@@H:8]([C:10]([CH3:13])([CH3:12])[CH3:11])[C:7]([O:6][C:2]([CH3:5])([CH3:4])[CH3:3])=[O:14])[CH3:28]. The yield is 0.900. (3) The reactants are [C:1]([C:4]1[CH:9]=[CH:8][CH:7]=[CH:6][CH:5]=1)(=[O:3])[CH3:2].[C:10](OCC)(=[O:16])[C:11]([O:13][CH2:14][CH3:15])=[O:12].[H-].[Na+]. The catalyst is CN(C=O)C. The product is [CH2:14]([O:13][C:11](=[O:12])[C:10](=[O:16])[CH2:2][C:1](=[O:3])[C:4]1[CH:9]=[CH:8][CH:7]=[CH:6][CH:5]=1)[CH3:15]. The yield is 0.420. (4) The reactants are [CH2:1]([C:5]1[N:6]=[C:7]([CH3:34])[N:8]([C:27]2[CH:32]=[CH:31][C:30]([OH:33])=[CH:29][CH:28]=2)[C:9](=[O:26])[C:10]=1[CH2:11][C:12]1[CH:17]=[CH:16][C:15]([C:18]2[C:19]([C:24]#[N:25])=[CH:20][CH:21]=[CH:22][CH:23]=2)=[CH:14][CH:13]=1)[CH2:2][CH2:3][CH3:4].Br[C:36]([CH3:43])([CH3:42])[C:37]([O:39][CH2:40][CH3:41])=[O:38].C(=O)([O-])[O-].[Cs+].[Cs+]. The catalyst is CC(N(C)C)=O.C(OCC)(=O)C. The product is [CH2:1]([C:5]1[N:6]=[C:7]([CH3:34])[N:8]([C:27]2[CH:32]=[CH:31][C:30]([O:33][C:36]([CH3:43])([CH3:42])[C:37]([O:39][CH2:40][CH3:41])=[O:38])=[CH:29][CH:28]=2)[C:9](=[O:26])[C:10]=1[CH2:11][C:12]1[CH:13]=[CH:14][C:15]([C:18]2[CH:23]=[CH:22][CH:21]=[CH:20][C:19]=2[C:24]#[N:25])=[CH:16][CH:17]=1)[CH2:2][CH2:3][CH3:4]. The yield is 0.740. (5) The reactants are [NH2:1][CH2:2][CH2:3][C:4]1[CH:9]=[CH:8][C:7]([S:10]([NH2:13])(=[O:12])=[O:11])=[CH:6][CH:5]=1.Br[CH2:15][C:16]#[CH:17].CCN(C(C)C)[CH:21]([CH3:23])[CH3:22]. The catalyst is C(#N)C. The product is [CH2:15]([N:1]([CH2:23][C:21]#[CH:22])[CH2:2][CH2:3][C:4]1[CH:5]=[CH:6][C:7]([S:10]([NH2:13])(=[O:11])=[O:12])=[CH:8][CH:9]=1)[C:16]#[CH:17]. The yield is 0.870. (6) The reactants are Cl[C:2]1[N:7]=[C:6]([C:8]2[CH:13]=[CH:12][C:11]([N:14]([CH2:19][C:20]#[N:21])[S:15]([CH3:18])(=[O:17])=[O:16])=[CH:10][CH:9]=2)[CH:5]=[CH:4][N:3]=1.[NH2:22][C:23]1[CH:24]=[CH:25][C:26]([N:32]2[CH2:37][CH2:36][O:35][CH2:34][CH2:33]2)=[C:27]([CH:31]=1)[C:28]([OH:30])=[O:29].O.C1(C)C=CC(S(O)(=O)=O)=CC=1. The catalyst is O1CCOCC1. The product is [C:20]([CH2:19][N:14]([C:11]1[CH:12]=[CH:13][C:8]([C:6]2[CH:5]=[CH:4][N:3]=[C:2]([NH:22][C:23]3[CH:24]=[CH:25][C:26]([N:32]4[CH2:33][CH2:34][O:35][CH2:36][CH2:37]4)=[C:27]([CH:31]=3)[C:28]([OH:30])=[O:29])[N:7]=2)=[CH:9][CH:10]=1)[S:15]([CH3:18])(=[O:17])=[O:16])#[N:21]. The yield is 0.370. (7) The reactants are [CH3:1][O:2][C:3]1[CH:4]=[C:5]2[C:9](=[CH:10][CH:11]=1)[NH:8][CH:7]=[CH:6]2.C([BH3-])#N.[Na+].[OH-].[Na+]. The catalyst is C(O)(=O)C. The product is [CH3:1][O:2][C:3]1[CH:4]=[C:5]2[C:9](=[CH:10][CH:11]=1)[NH:8][CH2:7][CH2:6]2. The yield is 0.990.